From a dataset of Forward reaction prediction with 1.9M reactions from USPTO patents (1976-2016). Predict the product of the given reaction. Given the reactants [CH3:1][O:2][C:3]1[CH:8]=[CH:7][C:6]([C:9](OC)=[O:10])=[CH:5][C:4]=1[NH:13][C:14]([CH:16]1[CH2:21][CH:20]([O:22][CH2:23][CH2:24][CH2:25][CH2:26][CH2:27][CH2:28][CH2:29][CH2:30][CH2:31][CH2:32][CH2:33][CH2:34][CH2:35][CH2:36][CH2:37][CH2:38][CH2:39][CH3:40])[CH:19]([O:41][CH2:42][CH2:43][CH2:44][CH2:45][CH2:46][CH2:47][CH2:48][CH2:49][CH2:50][CH2:51][CH2:52][CH2:53][CH2:54][CH2:55][CH2:56][CH2:57][CH2:58][CH3:59])[CH:18]([O:60][CH2:61][CH2:62][CH2:63][CH2:64][CH2:65][CH2:66][CH2:67][CH2:68][CH2:69][CH2:70][CH2:71][CH2:72][CH2:73][CH2:74][CH2:75][CH2:76][CH2:77][CH3:78])[CH2:17]1)=[O:15].CC(C[AlH]CC(C)C)C.C1(C)C=CC=CC=1.Cl, predict the reaction product. The product is: [OH:10][CH2:9][C:6]1[CH:7]=[CH:8][C:3]([O:2][CH3:1])=[C:4]([NH:13][C:14]([CH:16]2[CH2:17][CH:18]([O:60][CH2:61][CH2:62][CH2:63][CH2:64][CH2:65][CH2:66][CH2:67][CH2:68][CH2:69][CH2:70][CH2:71][CH2:72][CH2:73][CH2:74][CH2:75][CH2:76][CH2:77][CH3:78])[CH:19]([O:41][CH2:42][CH2:43][CH2:44][CH2:45][CH2:46][CH2:47][CH2:48][CH2:49][CH2:50][CH2:51][CH2:52][CH2:53][CH2:54][CH2:55][CH2:56][CH2:57][CH2:58][CH3:59])[CH:20]([O:22][CH2:23][CH2:24][CH2:25][CH2:26][CH2:27][CH2:28][CH2:29][CH2:30][CH2:31][CH2:32][CH2:33][CH2:34][CH2:35][CH2:36][CH2:37][CH2:38][CH2:39][CH3:40])[CH2:21]2)=[O:15])[CH:5]=1.